From a dataset of Full USPTO retrosynthesis dataset with 1.9M reactions from patents (1976-2016). Predict the reactants needed to synthesize the given product. (1) Given the product [CH:1]1([CH2:4][CH2:5][O:6][CH2:7][C:8]2[N:13]=[C:12]([NH2:14])[CH:11]=[CH:10][CH:9]=2)[CH2:3][CH2:2]1, predict the reactants needed to synthesize it. The reactants are: [CH:1]1([CH2:4][CH2:5][O:6][CH2:7][C:8]2[N:13]=[C:12]([NH:14]C(=O)C(C)(C)C)[CH:11]=[CH:10][CH:9]=2)[CH2:3][CH2:2]1.[OH-].[Na+]. (2) Given the product [OH:19][CH:10]1[CH:11]([C:14]([O:16][CH2:17][CH3:18])=[O:15])[CH2:12][CH2:13][NH:8][CH2:9]1, predict the reactants needed to synthesize it. The reactants are: C([N:8]1[CH2:13][CH2:12][CH:11]([C:14]([O:16][CH2:17][CH3:18])=[O:15])[CH:10]([OH:19])[CH2:9]1)C1C=CC=CC=1.